This data is from Forward reaction prediction with 1.9M reactions from USPTO patents (1976-2016). The task is: Predict the product of the given reaction. (1) The product is: [CH3:1][S:2][C:3]1[CH:10]=[CH:9][C:6]([CH2:7][OH:8])=[C:5]([C:11]([F:12])([F:13])[F:14])[CH:4]=1. Given the reactants [CH3:1][S:2][C:3]1[CH:10]=[CH:9][C:6]([CH:7]=[O:8])=[C:5]([C:11]([F:14])([F:13])[F:12])[CH:4]=1.[BH4-].[Na+], predict the reaction product. (2) Given the reactants [NH:1]1[CH2:6][CH2:5][CH:4]([NH:7][C:8](=[O:14])[O:9][C:10]([CH3:13])([CH3:12])[CH3:11])[CH2:3][CH2:2]1.[F:15][CH2:16][CH2:17]I.C(=O)([O-])[O-].[K+].[K+], predict the reaction product. The product is: [C:10]([O:9][C:8](=[O:14])[NH:7][CH:4]1[CH2:3][CH2:2][N:1]([CH2:17][CH2:16][F:15])[CH2:6][CH2:5]1)([CH3:11])([CH3:13])[CH3:12]. (3) Given the reactants [CH:1]([C:3]1[CH:8]=[C:7]([N+:9]([O-:11])=[O:10])[CH:6]=[CH:5][C:4]=1[N:12]1[CH2:17][CH2:16][N:15]([C:18]([O:20][C:21]([CH3:24])([CH3:23])[CH3:22])=[O:19])[CH2:14][C@@H:13]1[CH3:25])=[O:2].[BH4-].[Na+], predict the reaction product. The product is: [OH:2][CH2:1][C:3]1[CH:8]=[C:7]([N+:9]([O-:11])=[O:10])[CH:6]=[CH:5][C:4]=1[N:12]1[CH2:17][CH2:16][N:15]([C:18]([O:20][C:21]([CH3:24])([CH3:23])[CH3:22])=[O:19])[CH2:14][C@@H:13]1[CH3:25]. (4) The product is: [F:15][C:16]1([F:23])[CH2:21][CH2:20][CH:19]([NH:22][C:11]([C:8]2[CH:7]=[CH:6][C:5]([C:3]([OH:2])=[O:4])=[CH:10][N:9]=2)=[O:13])[CH2:18][CH2:17]1. Given the reactants C[O:2][C:3]([C:5]1[CH:6]=[CH:7][C:8]([C:11]([OH:13])=O)=[N:9][CH:10]=1)=[O:4].Cl.[F:15][C:16]1([F:23])[CH2:21][CH2:20][CH:19]([NH2:22])[CH2:18][CH2:17]1, predict the reaction product.